From a dataset of Full USPTO retrosynthesis dataset with 1.9M reactions from patents (1976-2016). Predict the reactants needed to synthesize the given product. Given the product [CH3:16][C:17]1[N:9]=[C:1]([C:2]2[CH:7]=[CH:6][N:5]=[CH:4][CH:3]=2)[S:8][C:11]=1[C:10]([O:13][CH2:14][CH3:15])=[O:12], predict the reactants needed to synthesize it. The reactants are: [C:1]([NH2:9])(=[S:8])[C:2]1[CH:7]=[CH:6][N:5]=[CH:4][CH:3]=1.[C:10]([O:13][CH2:14][CH3:15])(=[O:12])[CH3:11].[CH2:16](O)[CH3:17].